From a dataset of Forward reaction prediction with 1.9M reactions from USPTO patents (1976-2016). Predict the product of the given reaction. Given the reactants C[CH2:2][N:3]=[C:4]=NCCCN(C)C.Cl.C1C=CC2N(O)N=NC=2C=1.O.[NH:24]([C:32]([O:34][C:35]([CH3:38])([CH3:37])[CH3:36])=[O:33])[C@H:25]([C:29](O)=[O:30])[CH:26]([CH3:28])[CH3:27].CNC.C(O)(=O)CC(CC(O)=O)(C(O)=O)O, predict the reaction product. The product is: [CH3:2][N:3]([CH3:4])[C:29](=[O:30])[C@@H:25]([NH:24][C:32](=[O:33])[O:34][C:35]([CH3:38])([CH3:37])[CH3:36])[CH:26]([CH3:28])[CH3:27].